From a dataset of Forward reaction prediction with 1.9M reactions from USPTO patents (1976-2016). Predict the product of the given reaction. (1) Given the reactants [NH2:1][C:2]1[CH:7]=[C:6]([N+:8]([O-:10])=[O:9])[CH:5]=[CH:4][C:3]=1[OH:11].Br[C:13]([CH3:20])([CH3:19])[C:14](OCC)=[O:15].C([O-])([O-])=O.[K+].[K+], predict the reaction product. The product is: [CH3:19][C:13]1([CH3:20])[O:11][C:3]2[CH:4]=[CH:5][C:6]([N+:8]([O-:10])=[O:9])=[CH:7][C:2]=2[NH:1][C:14]1=[O:15]. (2) Given the reactants Cl[C:2]1[CH:3]=[CH:4][C:5]2[C:9]([CH2:10][CH2:11][CH2:12][O:13][C:14]3[C:23]4[C:18](=[CH:19][CH:20]=[CH:21][CH:22]=4)[CH:17]=[CH:16][CH:15]=3)=[C:8]([C:24]([OH:26])=[O:25])[S:7][C:6]=2[CH:27]=1.[C:28]1([CH3:37])[CH:33]=[CH:32][CH:31]=[CH:30][C:29]=1B(O)O, predict the reaction product. The product is: [C:14]1([O:13][CH2:12][CH2:11][CH2:10][C:9]2[C:5]3[CH:4]=[CH:3][C:2]([C:29]4[CH:30]=[CH:31][CH:32]=[CH:33][C:28]=4[CH3:37])=[CH:27][C:6]=3[S:7][C:8]=2[C:24]([OH:26])=[O:25])[C:23]2[C:18](=[CH:19][CH:20]=[CH:21][CH:22]=2)[CH:17]=[CH:16][CH:15]=1. (3) Given the reactants C[O:2][C:3](=[O:18])[C:4]1[CH:9]=[C:8]([C:10]2[CH:11]=[N:12][C:13]([CH3:16])=[CH:14][CH:15]=2)[CH:7]=[CH:6][C:5]=1[Cl:17].Cl, predict the reaction product. The product is: [Cl:17][C:5]1[CH:6]=[CH:7][C:8]([C:10]2[CH:11]=[N:12][C:13]([CH3:16])=[CH:14][CH:15]=2)=[CH:9][C:4]=1[C:3]([OH:18])=[O:2]. (4) Given the reactants [CH3:1][O:2][CH2:3][CH:4](OS(C)(=O)=O)[CH2:5][O:6][CH3:7].[N-:13]=[N+:14]=[N-:15].[Na+], predict the reaction product. The product is: [CH3:1][O:2][CH2:3][CH:4]([N:13]=[N+:14]=[N-:15])[CH2:5][O:6][CH3:7]. (5) Given the reactants [NH:1]1[CH2:7][CH2:6][CH2:5][NH:4][CH2:3][CH2:2]1.[C:8]([O:12][C:13](O[C:13]([O:12][C:8]([CH3:11])([CH3:10])[CH3:9])=[O:14])=[O:14])([CH3:11])([CH3:10])[CH3:9], predict the reaction product. The product is: [C:13]([N:1]1[CH2:7][CH2:6][CH2:5][NH:4][CH2:3][CH2:2]1)([O:12][C:8]([CH3:11])([CH3:10])[CH3:9])=[O:14]. (6) Given the reactants [O:1]1[C:5]2[CH:6]=[CH:7][CH:8]=[CH:9][C:4]=2[C:3]([CH2:10][CH2:11]Br)=[CH:2]1.N1[CH2:18][CH2:17][NH:16][CH2:15][CH2:14]1.C(=O)([O-])[O-].[K+].[K+].[C:25](#[N:27])C, predict the reaction product. The product is: [O:1]1[C:5]2[CH:6]=[CH:7][CH:8]=[CH:9][C:4]=2[C:3]([CH2:10][CH2:11][N:16]2[CH2:15][CH2:14][CH:25]([NH2:27])[CH2:18][CH2:17]2)=[CH:2]1.